Dataset: CYP2C19 inhibition data for predicting drug metabolism from PubChem BioAssay. Task: Regression/Classification. Given a drug SMILES string, predict its absorption, distribution, metabolism, or excretion properties. Task type varies by dataset: regression for continuous measurements (e.g., permeability, clearance, half-life) or binary classification for categorical outcomes (e.g., BBB penetration, CYP inhibition). Dataset: cyp2c19_veith. The drug is CCC(C(=O)NC(C)(C)C)N(C(=O)Cn1nnc(-c2ccccc2F)n1)c1cccc2c1CCCC2. The result is 1 (inhibitor).